Dataset: Forward reaction prediction with 1.9M reactions from USPTO patents (1976-2016). Task: Predict the product of the given reaction. (1) Given the reactants FC(F)(F)C(O)=O.C(OC(=O)[NH:14][C:15]([CH3:44])([CH3:43])[CH2:16][C:17]1[NH:21][N:20]=[C:19]([C:22]2[N:26]3[CH:27]=[C:28]([CH3:41])[CH:29]=[C:30]([O:31][CH2:32][C:33]4[C:38]([F:39])=[CH:37][CH:36]=[CH:35][C:34]=4[F:40])[C:25]3=[N:24][C:23]=2[CH3:42])[CH:18]=1)(C)(C)C.C(C(C1NN=C(C2N3C=C(C)C=C(OCC4C(F)=CC=CC=4F)C3=NC=2C)C=1)C(NC(=O)[O-])(C)C)(C)(C)C, predict the reaction product. The product is: [F:39][C:38]1[CH:37]=[CH:36][CH:35]=[C:34]([F:40])[C:33]=1[CH2:32][O:31][C:30]1[C:25]2[N:26]([C:22]([C:19]3[CH:18]=[C:17]([CH2:16][C:15]([CH3:44])([NH2:14])[CH3:43])[NH:21][N:20]=3)=[C:23]([CH3:42])[N:24]=2)[CH:27]=[C:28]([CH3:41])[CH:29]=1. (2) The product is: [OH:20][C:17]1[CH:16]=[CH:15][C:14]([C@@H:10]2[O:11][CH2:12][CH2:13][N:8]([C:29]([O:31][C:32]([CH3:33])([CH3:34])[CH3:35])=[O:30])[CH2:9]2)=[CH:19][CH:18]=1. Given the reactants C([N:8]1[CH2:13][CH2:12][O:11][C@@H:10]([C:14]2[CH:19]=[CH:18][C:17]([OH:20])=[CH:16][CH:15]=2)[CH2:9]1)C1C=CC=CC=1.[C:32]([O:31][C:29](O[C:29]([O:31][C:32]([CH3:35])([CH3:34])[CH3:33])=[O:30])=[O:30])([CH3:35])([CH3:34])[CH3:33], predict the reaction product. (3) Given the reactants [Cl:1][C:2]1[CH:29]=[CH:28][C:5]([CH2:6][C:7]2[N:12]=[C:11]([OH:13])[C:10]([NH:14][C:15](=O)[C:16]3[CH:21]=[C:20]([CH3:22])[C:19]([O:23][CH3:24])=[C:18]([CH3:25])[CH:17]=3)=[C:9]([OH:27])[N:8]=2)=[CH:4][CH:3]=1, predict the reaction product. The product is: [Cl:1][C:2]1[CH:29]=[CH:28][C:5]([CH2:6][C:7]2[N:12]=[C:11]([OH:13])[C:10]3[N:14]=[C:15]([C:16]4[CH:21]=[C:20]([CH3:22])[C:19]([O:23][CH3:24])=[C:18]([CH3:25])[CH:17]=4)[O:27][C:9]=3[N:8]=2)=[CH:4][CH:3]=1. (4) Given the reactants [CH3:1][O:2][C:3]1[CH:4]=[C:5]2[C:10](=[CH:11][CH:12]=1)[O:9][CH2:8][CH2:7][C:6]2=[N:13][OH:14].[CH3:15][C:16]1[CH:21]=[CH:20][C:19]([S:22](Cl)(=[O:24])=[O:23])=[CH:18][CH:17]=1, predict the reaction product. The product is: [S:22]([O:14][N:13]=[C:6]1[C:5]2[C:10](=[CH:11][CH:12]=[C:3]([O:2][CH3:1])[CH:4]=2)[O:9][CH2:8][CH2:7]1)([C:19]1[CH:20]=[CH:21][C:16]([CH3:15])=[CH:17][CH:18]=1)(=[O:24])=[O:23]. (5) Given the reactants [CH3:1][C:2]1[O:6][N:5]=[C:4]([C:7]2[CH:12]=[CH:11][CH:10]=[CH:9][CH:8]=2)[C:3]=1[CH2:13][O:14][C:15]1[CH:23]=[CH:22][C:18]([C:19]([OH:21])=O)=[CH:17][N:16]=1.[C:24]([NH:27][CH2:28][CH2:29][NH2:30])(=[O:26])[CH3:25], predict the reaction product. The product is: [C:24]([NH:27][CH2:28][CH2:29][NH:30][C:19](=[O:21])[C:18]1[CH:22]=[CH:23][C:15]([O:14][CH2:13][C:3]2[C:4]([C:7]3[CH:8]=[CH:9][CH:10]=[CH:11][CH:12]=3)=[N:5][O:6][C:2]=2[CH3:1])=[N:16][CH:17]=1)(=[O:26])[CH3:25].